Task: Predict the product of the given reaction.. Dataset: Forward reaction prediction with 1.9M reactions from USPTO patents (1976-2016) (1) Given the reactants [Cl:1][C:2]1[CH:10]=[CH:9][C:8]2[NH:7][C:6]3[CH2:11][CH2:12][N:13]([CH3:15])[CH2:14][C:5]=3[C:4]=2[CH:3]=1.[CH:16]([C:18]1[CH:19]=[CH:20][C:21]([NH:24][C:25](=[O:27])[CH3:26])=[N:22][CH:23]=1)=[CH2:17].[OH-].[K+], predict the reaction product. The product is: [Cl:1][C:2]1[CH:10]=[CH:9][C:8]2[N:7]([CH2:17][CH2:16][C:18]3[CH:19]=[CH:20][C:21]([NH:24][C:25](=[O:27])[CH3:26])=[N:22][CH:23]=3)[C:6]3[CH2:11][CH2:12][N:13]([CH3:15])[CH2:14][C:5]=3[C:4]=2[CH:3]=1. (2) Given the reactants [CH3:1][C:2]([O:5][C:6]([NH:8][CH:9]([C:15]([OH:17])=[O:16])[CH2:10][CH2:11][CH2:12][CH2:13][NH2:14])=[O:7])([CH3:4])[CH3:3].[CH3:18][C:19]([O:22][C:23]([NH:25]/[C:26](/N1N=CC=C1)=[N:27]/[C:28]([O:30][C:31]([CH3:34])([CH3:33])[CH3:32])=[O:29])=[O:24])([CH3:21])[CH3:20].C(N(CC)CC)C, predict the reaction product. The product is: [C:31]([O:30][C:28]([N:27]=[C:26]([NH:25][C:23]([O:22][C:19]([CH3:21])([CH3:20])[CH3:18])=[O:24])[NH:14][CH2:13][CH2:12][CH2:11][CH2:10][C@H:9]([NH:8][C:6]([O:5][C:2]([CH3:1])([CH3:3])[CH3:4])=[O:7])[C:15]([OH:17])=[O:16])=[O:29])([CH3:34])([CH3:33])[CH3:32]. (3) Given the reactants [CH3:1][C:2]1[C:7]([NH:8][C:9](=[O:15])[O:10][C:11]([CH3:14])([CH3:13])[CH3:12])=[C:6]([CH3:16])[N:5]=[C:4]([O:17][CH2:18][C:19](=[O:27])[NH:20][CH:21]2[CH2:26][CH2:25][NH:24][CH2:23][CH2:22]2)[N:3]=1.[F:28][C:29]1[CH:37]=[CH:36][C:32]([C:33](Cl)=[O:34])=[CH:31][CH:30]=1, predict the reaction product. The product is: [F:28][C:29]1[CH:37]=[CH:36][C:32]([C:33]([N:24]2[CH2:25][CH2:26][CH:21]([NH:20][C:19](=[O:27])[CH2:18][O:17][C:4]3[N:3]=[C:2]([CH3:1])[C:7]([NH:8][C:9](=[O:15])[O:10][C:11]([CH3:14])([CH3:12])[CH3:13])=[C:6]([CH3:16])[N:5]=3)[CH2:22][CH2:23]2)=[O:34])=[CH:31][CH:30]=1.